Dataset: Full USPTO retrosynthesis dataset with 1.9M reactions from patents (1976-2016). Task: Predict the reactants needed to synthesize the given product. (1) Given the product [CH2:9]([C:13]([CH3:15])=[O:14])[CH2:10][CH2:12][CH2:1][CH3:2].[C:1]([O:4][CH2:5][CH2:6][CH2:7][CH3:8])(=[O:3])[CH3:2].[CH2:9]([C:13]([CH3:15])=[O:14])[CH2:10][CH2:12][CH2:1][CH3:2].[CH2:9]([C:13]([CH3:15])=[O:14])[CH:10]([CH3:12])[CH3:11], predict the reactants needed to synthesize it. The reactants are: [C:1]([O:4][CH2:5][CH2:6][CH2:7][CH3:8])(=[O:3])[CH3:2].[CH2:9]([C:13]([CH3:15])=[O:14])[CH:10]([CH3:12])[CH3:11]. (2) Given the product [F:1][C:2]1[C:9]([O:10][CH2:19][CH2:18][N:12]2[CH2:17][CH2:16][O:15][CH2:14][CH2:13]2)=[CH:8][CH:7]=[C:6]([I:11])[C:3]=1[C:4]#[N:5], predict the reactants needed to synthesize it. The reactants are: [F:1][C:2]1[C:9]([OH:10])=[CH:8][CH:7]=[C:6]([I:11])[C:3]=1[C:4]#[N:5].[N:12]1([CH2:18][CH2:19]O)[CH2:17][CH2:16][O:15][CH2:14][CH2:13]1.C1(P(C2C=CC=CC=2)C2C=CC=CC=2)C=CC=CC=1.CCOC(/N=N/C(OCC)=O)=O. (3) Given the product [Br:31][C:28]1[CH:27]=[CH:26][C:25]([C:22]2([C:23]#[N:24])[N:17]3[CH:16]([CH2:21][CH2:20][CH2:19][CH2:18]3)[CH2:15][CH2:14][CH2:13]2)=[CH:30][CH:29]=1, predict the reactants needed to synthesize it. The reactants are: [H-].[Na+].CC1C=CC(S([CH2:13][CH2:14][CH2:15][CH:16]2[CH2:21][CH2:20][CH2:19][CH2:18][N:17]2[CH:22]([C:25]2[CH:30]=[CH:29][C:28]([Br:31])=[CH:27][CH:26]=2)[C:23]#[N:24])(=O)=O)=CC=1.O. (4) Given the product [OH:7][CH2:6][CH2:5][O:4][CH2:3][C:2]([C:15]1[CH:16]=[C:17]2[C:22](=[CH:23][CH:24]=1)[C:21](=[O:25])[NH:20][CH2:19][CH2:18]2)([CH3:14])[CH3:1], predict the reactants needed to synthesize it. The reactants are: [CH3:1][C:2]([C:15]1[CH:16]=[C:17]2[C:22](=[CH:23][CH:24]=1)[C:21](=[O:25])[N:20](CC1C=CC(OC)=CC=1)[CH2:19][CH2:18]2)([CH3:14])[CH2:3][O:4][CH2:5][CH2:6][O:7]C1CCCCO1. (5) The reactants are: [NH2:1][C@@H:2]([CH2:6][CH2:7][NH:8][C:9]1[S:10][C:11]([CH:14]=[O:15])=[CH:12][N:13]=1)[C:3]([OH:5])=[O:4].C(=O)(O)[O-].[Na+].[C:21](=O)([O:37]N1C(=O)CCC1=O)[O:22][CH2:23][CH:24]1[C:36]2[CH:35]=[CH:34][CH:33]=[CH:32][C:31]=2[C:30]2[C:25]1=[CH:26][CH:27]=[CH:28][CH:29]=2. Given the product [CH:35]1[C:36]2[CH:24]([CH2:23][O:22][C:21]([NH:1][C@@H:2]([CH2:6][CH2:7][NH:8][C:9]3[S:10][C:11]([CH:14]=[O:15])=[CH:12][N:13]=3)[C:3]([OH:5])=[O:4])=[O:37])[C:25]3[C:30](=[CH:29][CH:28]=[CH:27][CH:26]=3)[C:31]=2[CH:32]=[CH:33][CH:34]=1, predict the reactants needed to synthesize it. (6) Given the product [CH2:22]([Sn:13]([CH2:14][CH2:15][CH2:16][CH3:17])([CH2:18][CH2:19][CH2:20][CH3:21])[C:2]1[CH:7]=[CH:6][CH:5]=[CH:4][N:3]=1)[CH2:23][CH2:24][CH3:25], predict the reactants needed to synthesize it. The reactants are: Br[C:2]1[CH:7]=[CH:6][CH:5]=[CH:4][N:3]=1.[Li]CCCC.[Sn:13](Cl)([CH2:22][CH2:23][CH2:24][CH3:25])([CH2:18][CH2:19][CH2:20][CH3:21])[CH2:14][CH2:15][CH2:16][CH3:17].[Cl-].[NH4+]. (7) Given the product [CH:16]([C:15]1[CH:18]=[CH:19][C:12]([C:10]([Cl:33])=[O:11])=[CH:13][CH:14]=1)=[O:17], predict the reactants needed to synthesize it. The reactants are: C(N1CCN([C:10]([C:12]2[CH:19]=[CH:18][C:15]([CH:16]=[O:17])=[CH:14][CH:13]=2)=[O:11])CC1)(C)C.C(C1C=CC(C=O)=CC=1)(O)=O.O=S(Cl)[Cl:33].CN(C)C=O.[OH-].[Na+].Cl. (8) Given the product [S:16]1[C:17]2[CH:23]=[CH:22][CH:21]=[CH:20][C:18]=2[CH:19]=[C:15]1[C:13]1[S:12][CH2:26][CH2:25][O:10][N:9]=1, predict the reactants needed to synthesize it. The reactants are: C(N(CC)CC)C.Cl.[NH2:9][OH:10].C[S:12][C:13]([C:15]1[S:16][C:17]2[CH:23]=[CH:22][CH:21]=[CH:20][C:18]=2[CH:19]=1)=S.Br[CH:25](Br)[CH3:26].